Regression/Classification. Given a drug SMILES string, predict its absorption, distribution, metabolism, or excretion properties. Task type varies by dataset: regression for continuous measurements (e.g., permeability, clearance, half-life) or binary classification for categorical outcomes (e.g., BBB penetration, CYP inhibition). Dataset: cyp2c9_veith. From a dataset of CYP2C9 inhibition data for predicting drug metabolism from PubChem BioAssay. (1) The molecule is O=C1CSC(c2ccccn2)N1c1ccc2ccccc2c1. The result is 0 (non-inhibitor). (2) The molecule is Cc1noc(C)c1-c1cncnc1N1CCN(C)CC1. The result is 0 (non-inhibitor).